Dataset: Peptide-MHC class I binding affinity with 185,985 pairs from IEDB/IMGT. Task: Regression. Given a peptide amino acid sequence and an MHC pseudo amino acid sequence, predict their binding affinity value. This is MHC class I binding data. The peptide sequence is TLACFVLAA. The binding affinity (normalized) is 0.666. The MHC is HLA-A68:02 with pseudo-sequence HLA-A68:02.